Dataset: TCR-epitope binding with 47,182 pairs between 192 epitopes and 23,139 TCRs. Task: Binary Classification. Given a T-cell receptor sequence (or CDR3 region) and an epitope sequence, predict whether binding occurs between them. (1) The epitope is GTSGSPIINR. The TCR CDR3 sequence is CASSYDLEPTNEKLFF. Result: 0 (the TCR does not bind to the epitope). (2) The TCR CDR3 sequence is CASSHRMGPGTEAFF. Result: 0 (the TCR does not bind to the epitope). The epitope is MMISAGFSL.